From a dataset of Experimentally validated miRNA-target interactions with 360,000+ pairs, plus equal number of negative samples. Binary Classification. Given a miRNA mature sequence and a target amino acid sequence, predict their likelihood of interaction. (1) The miRNA is hsa-miR-3150b-3p with sequence UGAGGAGAUCGUCGAGGUUGG. The protein sequence of the target gene is MATSILGEEPRFGTTPLAMLAATCNKIGNTSPLTTLPESSAFAKGGFHPWKRSSSSCNLGSSLSGFAVATGGRGSGSLAGGSGAANSAFCLASTSPTSSAFSSDYGGLFSNSAAAAAAAAGVSPQEAGGQSAFISKVHTTAADGLYPRVGMAHPYESWYKSGFHSTLAAGEVTNGAASSWWDVHSSPGSWLEVQNPAGGLQSSLHSGAPQASLHSQLGTYNPDFSSLTHSAFSSTGLGSSAAAASHLLSTSQHLLAQDGFKPVLPSYSDSSAAVAAAAASAMISGAAAAAAGGSSARSAR.... Result: 0 (no interaction). (2) The miRNA is hsa-miR-3685 with sequence UUUCCUACCCUACCUGAAGACU. The protein sequence of the target gene is MGTENKEVIPKEEISEESEPHGSLLEKFPKVVYQGHEFGAGCEEDMLEGHSRESMEEVIEQMSPQERDFPSGLMIFKKSPSSEKDRENNESERGCSPSPNLVTHQGDTTEGVSAFATSGQNFLEILESNKTQRSSVGEKPHTCKECGKAFNQNSHLIQHMRVHSGEKPFECKECGKTFGTNSSLRRHLRIHAGEKPFACNECGKAFIQSSHLIHHHRIHTGERPYKCEECGKAFSQNSALILHQRIHTGEKPYECNECGKTFRVSSQLIQHQRIHTEERYHECNECGKAFKHSSGLIRHQ.... Result: 0 (no interaction).